From a dataset of Reaction yield outcomes from USPTO patents with 853,638 reactions. Predict the reaction yield, written as a fraction of the theoretical maximum amount of product (1.0 means a 100% yield; for example, 0.34 means a 34% yield). (1) The reactants are [C:1]([O:4][C@H:5]1[CH2:9][C@H:8]([N:10]2[C:14]3[N:15]=[CH:16][N:17]=[C:18]([NH:19][C@@H:20]4[C:28]5[C:23](=[CH:24][CH:25]=[CH:26][CH:27]=5)[CH2:22][CH2:21]4)[C:13]=3[CH:12]=[CH:11]2)[CH2:7][C@H:6]1[CH2:29][O:30][Si](C(C)(C)C)(C)C)(=[O:3])[CH3:2].N1C=CC=CC=1.F.N1C=CC=CC=1.C(=O)(O)[O-].[Na+]. The catalyst is C1COCC1. The product is [C:1]([O:4][C@H:5]1[CH2:9][C@H:8]([N:10]2[C:14]3[N:15]=[CH:16][N:17]=[C:18]([NH:19][C@@H:20]4[C:28]5[C:23](=[CH:24][CH:25]=[CH:26][CH:27]=5)[CH2:22][CH2:21]4)[C:13]=3[CH:12]=[CH:11]2)[CH2:7][C@H:6]1[CH2:29][OH:30])(=[O:3])[CH3:2]. The yield is 0.800. (2) The reactants are [NH:1]1[CH2:6][CH2:5][NH:4][CH2:3][CH:2]1[C:7]([O:9][CH2:10][CH3:11])=[O:8].[Cl:12][C:13]1[CH:14]=[C:15]([N:20]=[C:21]=[O:22])[CH:16]=[C:17]([Cl:19])[CH:18]=1. The catalyst is C(Cl)(Cl)Cl. The product is [Cl:12][C:13]1[CH:14]=[C:15]([CH:16]=[C:17]([Cl:19])[CH:18]=1)[NH:20][C:21]([N:4]1[CH2:5][CH2:6][NH:1][CH:2]([C:7]([O:9][CH2:10][CH3:11])=[O:8])[CH2:3]1)=[O:22]. The yield is 0.270. (3) The reactants are C[C:2]1([C:13]([O-])=[O:14])[NH:7][C:6]([C:8]([O:10][CH2:11]C)=[O:9])=[CH:5][CH:4]=[CH:3]1.[BH4-].[Na+].Cl. The catalyst is CO.C(Cl)Cl. The product is [OH:14][CH2:13][C:2]1[N:7]=[C:6]([C:8]([O:10][CH3:11])=[O:9])[CH:5]=[CH:4][CH:3]=1. The yield is 0.540. (4) The yield is 0.660. The reactants are [F:1][C:2]1[CH:7]=[CH:6][C:5]([N:8]2[CH2:13][C:12]3[CH:14]=[N:15][C:16]([N:18](OC)[CH3:19])=[CH:17][C:11]=3[N:10]([CH3:22])[C:9]2=[O:23])=[CH:4][C:3]=1[N+:24]([O-])=O. The catalyst is CO.[Pd]. The product is [NH2:24][C:3]1[CH:4]=[C:5]([N:8]2[CH2:13][C:12]3[CH:14]=[N:15][C:16]([NH:18][CH3:19])=[CH:17][C:11]=3[N:10]([CH3:22])[C:9]2=[O:23])[CH:6]=[CH:7][C:2]=1[F:1].